Dataset: Full USPTO retrosynthesis dataset with 1.9M reactions from patents (1976-2016). Task: Predict the reactants needed to synthesize the given product. Given the product [Li+:5].[Li+:5].[O-:14][Ti:13]([O-:15])=[O:12].[C:1](=[O:3])=[O:2], predict the reactants needed to synthesize it. The reactants are: [C:1](=O)([O-:3])[O-:2].[Li+:5].[Li+].[O-2].[Ti+4].[O-2].[Li+].[Li+].[O-:12][Ti:13]([O-:15])=[O:14].O.